This data is from Forward reaction prediction with 1.9M reactions from USPTO patents (1976-2016). The task is: Predict the product of the given reaction. (1) Given the reactants [CH3:1][O:2][C:3]([C:5]1[CH:23]=[CH:22][C:8]([O:9][C:10]2[CH:15]=[CH:14][C:13]([CH2:16][O:17][CH2:18][C:19](O)=[O:20])=[CH:12][CH:11]=2)=[CH:7][CH:6]=1)=[O:4].Cl.[NH2:25][C@@H:26]([C:52]([CH3:55])([CH3:54])[CH3:53])[C:27]([N:29]1[CH2:33][C@H:32]([OH:34])[CH2:31][C@H:30]1[C:35]([NH:37][C@H:38]([C:40]1[CH:45]=[CH:44][C:43]([C:46]2[S:50][CH:49]=[N:48][C:47]=2[CH3:51])=[CH:42][CH:41]=1)C)=[O:36])=[O:28].F[B-](F)(F)F.N1(OC(N(C)C)=[N+](C)C)C2C=CC=CC=2N=N1.C(N(C(C)C)CC)(C)C, predict the reaction product. The product is: [OH:34][C@H:32]1[CH2:33][N:29]([C:27](=[O:28])[C@@H:26]([NH:25][C:19]([CH2:18][O:17][CH2:16][C:13]2[CH:14]=[CH:15][C:10]([O:9][C:8]3[CH:22]=[CH:23][C:5]([C:3]([O:2][CH3:1])=[O:4])=[CH:6][CH:7]=3)=[CH:11][CH:12]=2)=[O:20])[C:52]([CH3:53])([CH3:55])[CH3:54])[C@H:30]([C:35](=[O:36])[NH:37][CH2:38][C:40]2[CH:41]=[CH:42][C:43]([C:46]3[S:50][CH:49]=[N:48][C:47]=3[CH3:51])=[CH:44][CH:45]=2)[CH2:31]1. (2) Given the reactants [F:1][C:2]1[CH:3]=[C:4]([C:14](=O)[CH3:15])[CH:5]=[N:6][C:7]=1[O:8][CH2:9][C:10]([F:13])([F:12])[F:11].[CH3:17][C:18]([S@:21]([NH2:23])=[O:22])([CH3:20])[CH3:19], predict the reaction product. The product is: [F:1][C:2]1[CH:3]=[C:4]([CH:14]([NH:23][S@@:21]([C:18]([CH3:20])([CH3:19])[CH3:17])=[O:22])[CH3:15])[CH:5]=[N:6][C:7]=1[O:8][CH2:9][C:10]([F:13])([F:12])[F:11]. (3) Given the reactants C[O:2][C:3](=O)[CH2:4][CH2:5][CH2:6][CH2:7][CH2:8][S:9]([C:11]1[CH:16]=[CH:15][C:14]([Cl:17])=[CH:13][CH:12]=1)=[O:10].[NH2:19][OH:20].[OH-].[K+].CO, predict the reaction product. The product is: [OH:20][NH:19][C:3](=[O:2])[CH2:4][CH2:5][CH2:6][CH2:7][CH2:8][S:9]([C:11]1[CH:16]=[CH:15][C:14]([Cl:17])=[CH:13][CH:12]=1)=[O:10]. (4) Given the reactants [CH2:1]([O:3][C:4]([C:6]1[N:7]=[N:8][N:9](CC2C=CC(OC)=CC=2)[C:10]=1[CH3:11])=[O:5])[CH3:2].C(OC(C1N(CC2C=CC(OC)=CC=2)N=NC=1C)=O)C.[N+]([O-])([O-])=O.[NH4+].[Ce+4].[N+]([O-])([O-])=O.[N+]([O-])([O-])=O.[N+]([O-])([O-])=O.[N+]([O-])([O-])=O, predict the reaction product. The product is: [CH2:1]([O:3][C:4]([C:6]1[C:10]([CH3:11])=[N:9][NH:8][N:7]=1)=[O:5])[CH3:2].